Dataset: Forward reaction prediction with 1.9M reactions from USPTO patents (1976-2016). Task: Predict the product of the given reaction. The product is: [CH2:24]([O:28][C:8]1[N:16]=[C:15]2[C:11]([N:12]=[CH:13][N:14]2[CH:17]2[CH2:22][CH2:21][CH2:20][CH2:19][O:18]2)=[C:10]([NH2:23])[N:9]=1)[CH2:25][CH2:26][CH3:27]. Given the reactants CC(C)([O-])C.[Na+].Cl[C:8]1[N:16]=[C:15]2[C:11]([N:12]=[CH:13][N:14]2[CH:17]2[CH2:22][CH2:21][CH2:20][CH2:19][O:18]2)=[C:10]([NH2:23])[N:9]=1.[CH2:24]([OH:28])[CH2:25][CH2:26][CH3:27], predict the reaction product.